The task is: Binary Classification. Given a miRNA mature sequence and a target amino acid sequence, predict their likelihood of interaction.. This data is from Experimentally validated miRNA-target interactions with 360,000+ pairs, plus equal number of negative samples. (1) The miRNA is hsa-miR-3117-5p with sequence AGACACUAUACGAGUCAUAU. The protein sequence of the target gene is MDFDKKGGKGELEEGRRMSKTGTSRSNHGVRSSGTSSGVLMVGPNFRVGKKIGCGNFGELRLGKNLYTNEYVAIKLEPIKSRAPQLHLEYRFYKQLSTTEGVPQVYYFGPCGKYNAMVLELLGPSLEDLFDLCDRTFTLKTVLMIAIQLITRMEYVHTKSLIYRDVKPENFLVGRPGSKRQHSIHIIDFGLAKEYIDPETKKHIPYREHKSLTGTARYMSINTHLGKEQSRRDDLEALGHMFMYFLRGSLPWQGLKADTLKERYQKIGDTKRATPIEVLCESFPEEMATYLRYVRRLDFF.... Result: 0 (no interaction). (2) The miRNA is mmu-miR-149-5p with sequence UCUGGCUCCGUGUCUUCACUCCC. The protein sequence of the target gene is MVTTYIKSDLQLDGRQFFQPKDNLKMAELFMECEEEELEPWQKKVKEVEEDDDDEPIFVAEIASSKPAISNILNRVNPSSHSRGIKNGILNRGFTASFKPTSQRCLNSASNPVAALPVNFHPESRSSDSSVIVQPFSKPGYVTNSPRVLSNNSSELLFDLTQDTGLSHYQGGPTLSIAGLNETSFLSKRPSGSDISSVNPKKPKPSENTSGIDASSVISSEKSPSVISLQVVPSQGANCSSSQSKNGTTFPRACPKCDIHFNLLDPLKNHMTYCCPDMINNFLGLTKADNLNSANEAKTL.... Result: 1 (interaction). (3) Result: 0 (no interaction). The miRNA is mmu-miR-351-5p with sequence UCCCUGAGGAGCCCUUUGAGCCUG. The protein sequence of the target gene is MLPTEVPQSHPGPSALLLLQLLLPPTSAFFPNIWSLLAAPGSITHQDLTEEAALNVTLQLFLEQPPPGRPPLRLEDFLGRTLLADDLFAAYFGPGSSRRFRAALGEVSRANAAQDFLPTSRNDPDLHFDAERLGQGRARLVGALRETVVAARALDHTLARQRLGAALHALQDFYSHSNWVELGEQQPHPHLLWPRQELQNLAQVADPTCSDCEELSCPRNWLGFTLLTSGYFGTHPPKPPGKCSHGGHFDRSSSQPPRGGINKDSTSPGFSPHHMLHLQAAKLALLASIQAFSLLRSRLG....